Dataset: Catalyst prediction with 721,799 reactions and 888 catalyst types from USPTO. Task: Predict which catalyst facilitates the given reaction. (1) Reactant: [CH3:1][N:2]1[C:6]([C:7]2[CH:12]=[CH:11][CH:10]=[CH:9][C:8]=2[C:13]([F:16])([F:15])[F:14])=[N:5][N:4]=[C:3]1[C:17]12[CH2:24][CH2:23][C:20]([C:25]([OH:27])=O)([CH2:21][CH2:22]1)[CH2:19][CH2:18]2.F[P-](F)(F)(F)(F)F.CN(C)C=[N+](C)C.C(N(CC)CC)C.[NH2:49][NH2:50]. Product: [CH3:1][N:2]1[C:6]([C:7]2[CH:12]=[CH:11][CH:10]=[CH:9][C:8]=2[C:13]([F:16])([F:15])[F:14])=[N:5][N:4]=[C:3]1[C:17]12[CH2:24][CH2:23][C:20]([C:25]([NH:49][NH2:50])=[O:27])([CH2:19][CH2:18]1)[CH2:21][CH2:22]2. The catalyst class is: 3. (2) Reactant: [Br:1][C:2]1[CH:3]=[C:4]2[C:8](=[CH:9][CH:10]=1)[NH:7][CH:6]=[C:5]2/[CH:11]=[C:12]1\[O:13][C:14]2[CH:21]=[C:20]([OH:22])[CH:19]=[CH:18][C:15]=2[C:16]\1=[O:17].[C:23]([O:27][C:28]([N:30]1[CH2:35][CH2:34][NH:33][CH2:32][CH2:31]1)=[O:29])([CH3:26])([CH3:25])[CH3:24].[CH2:36]=O. Product: [Br:1][C:2]1[CH:3]=[C:4]2[C:8](=[CH:9][CH:10]=1)[NH:7][CH:6]=[C:5]2/[CH:11]=[C:12]1\[O:13][C:14]2[C:21]([CH2:36][N:33]3[CH2:34][CH2:35][N:30]([C:28]([O:27][C:23]([CH3:26])([CH3:24])[CH3:25])=[O:29])[CH2:31][CH2:32]3)=[C:20]([OH:22])[CH:19]=[CH:18][C:15]=2[C:16]\1=[O:17]. The catalyst class is: 8.